From a dataset of Full USPTO retrosynthesis dataset with 1.9M reactions from patents (1976-2016). Predict the reactants needed to synthesize the given product. (1) Given the product [NH2:1][C:2]1[C:11]2[CH:10]=[CH:9][C:8]([F:12])=[C:7]([C:28]3[C:23]([O:22][CH3:21])=[N:24][C:25]([O:32][CH3:33])=[CH:26][CH:27]=3)[C:6]=2[N:5]=[C:4]2[CH2:14][N:15]([CH2:18][CH2:19][CH3:20])[C:16](=[O:17])[C:3]=12, predict the reactants needed to synthesize it. The reactants are: [NH2:1][C:2]1[C:11]2[CH:10]=[CH:9][C:8]([F:12])=[C:7](I)[C:6]=2[N:5]=[C:4]2[CH2:14][N:15]([CH2:18][CH2:19][CH3:20])[C:16](=[O:17])[C:3]=12.[CH3:21][O:22][C:23]1[C:28](B(O)O)=[CH:27][CH:26]=[C:25]([O:32][CH3:33])[N:24]=1. (2) Given the product [F:12][C:13]1[CH:20]=[CH:19][C:18]([F:21])=[CH:17][C:14]=1[CH:15]([OH:16])[C:2]1[S:3][CH:4]=[CH:5][N:6]=1, predict the reactants needed to synthesize it. The reactants are: Br[C:2]1[S:3][CH:4]=[CH:5][N:6]=1.C([Li])CCC.[F:12][C:13]1[CH:20]=[CH:19][C:18]([F:21])=[CH:17][C:14]=1[CH:15]=[O:16]. (3) The reactants are: [C:1]([N:8]1C=CN=C1)([N:3]1[CH:7]=[CH:6]N=C1)=[O:2].O1[CH2:17][CH2:16][CH2:15][CH2:14]1. Given the product [N:3]1[C:1](=[O:2])[N:8]=[C:14]2[CH:15]=[CH:16][CH:17]=[CH:6][C:7]=12, predict the reactants needed to synthesize it. (4) Given the product [CH3:1][C@@H:2]1[CH2:8][C:7]2[CH:9]=[C:10]3[O:15][CH2:14][O:13][C:11]3=[CH:12][C:6]=2[C:5]([C:16]2[CH:21]=[CH:20][C:19]([N+:22]([O-:24])=[O:23])=[CH:18][CH:17]=2)=[N:4][N:3]1[C:25]1[O:31][C:29]([CH3:30])=[N:28][N:27]=1, predict the reactants needed to synthesize it. The reactants are: [CH3:1][C@@H:2]1[CH2:8][C:7]2[CH:9]=[C:10]3[O:15][CH2:14][O:13][C:11]3=[CH:12][C:6]=2[C:5]([C:16]2[CH:21]=[CH:20][C:19]([N+:22]([O-:24])=[O:23])=[CH:18][CH:17]=2)=[N:4][N:3]1[C:25]([NH:27][NH:28][C:29](=[O:31])[CH3:30])=S.C(O)C. (5) Given the product [Cl:4][C@H:11]1[C@@H:12]([CH2:27][Cl:30])[O:13][C@H:8]([O:7][CH3:6])[C@H:9]([OH:18])[C@H:10]1[OH:17], predict the reactants needed to synthesize it. The reactants are: S(Cl)([Cl:4])(=O)=O.[CH3:6][O:7][C@H:8]1[O:13][C@H:12](CO)[C@@H:11](O)[C@H:10]([OH:17])[C@H:9]1[OH:18].C(=O)([O-])[O-].[Na+].[Na+].[I-].[Na+].[CH:27]([Cl:30])(Cl)Cl. (6) The reactants are: [CH3:1][O:2][C:3](=[O:36])[NH:4][C@H:5]([C:9]([N:11]1[CH2:15][CH2:14][CH2:13][C@H:12]1[C:16]1[NH:17][C:18]([C:21]2[CH:26]=[CH:25][C:24](B3OC(C)(C)C(C)(C)O3)=[CH:23][CH:22]=2)=[CH:19][N:20]=1)=[O:10])[CH:6]([CH3:8])[CH3:7].[CH3:37][O:38][C:39](=[O:68])[NH:40][C@@H:41]1[CH:49]2[C:50](=[O:66])[CH2:51][C@H:52]([C:54]3[NH:55][C:56]([C:59]4[CH:64]=[CH:63][C:62](Br)=[CH:61][CH:60]=4)=[CH:57][N:58]=3)[CH2:53][N:47]3[C:48]2=[C:44]([CH:45]=[CH:46]3)[C:43](=[O:67])[CH2:42]1.C(=O)(O)[O-].[Na+]. Given the product [CH3:37][O:38][C:39](=[O:68])[NH:40][C@@H:41]1[CH:49]2[C:50](=[O:66])[CH2:51][C@H:52]([C:54]3[NH:55][C:56]([C:59]4[CH:60]=[CH:61][C:62]([C:24]5[CH:25]=[CH:26][C:21]([C:18]6[NH:17][C:16]([C@@H:12]7[CH2:13][CH2:14][CH2:15][N:11]7[C:9](=[O:10])[C@@H:5]([NH:4][C:3]([O:2][CH3:1])=[O:36])[CH:6]([CH3:8])[CH3:7])=[N:20][CH:19]=6)=[CH:22][CH:23]=5)=[CH:63][CH:64]=4)=[CH:57][N:58]=3)[CH2:53][N:47]3[C:48]2=[C:44]([CH:45]=[CH:46]3)[C:43](=[O:67])[CH2:42]1, predict the reactants needed to synthesize it. (7) Given the product [C:4]([C:3]1[CH:12]=[C:13]([Cl:16])[CH:14]=[CH:15][C:2]=1[NH:1][C:30](=[O:31])[C:29]([C:21]1[CH:20]=[C:19]([C:18]([F:17])([F:35])[F:36])[CH:24]=[C:23]([C:25]([F:26])([F:27])[F:28])[CH:22]=1)([CH3:34])[CH3:33])(=[O:5])[C:6]1[CH:7]=[CH:8][CH:9]=[CH:10][CH:11]=1, predict the reactants needed to synthesize it. The reactants are: [NH2:1][C:2]1[CH:15]=[CH:14][C:13]([Cl:16])=[CH:12][C:3]=1[C:4]([C:6]1[CH:11]=[CH:10][CH:9]=[CH:8][CH:7]=1)=[O:5].[F:17][C:18]([F:36])([F:35])[C:19]1[CH:20]=[C:21]([C:29]([CH3:34])([CH3:33])[C:30](O)=[O:31])[CH:22]=[C:23]([C:25]([F:28])([F:27])[F:26])[CH:24]=1.C1(N=C=NC2CCCCC2)CCCCC1.